From a dataset of Full USPTO retrosynthesis dataset with 1.9M reactions from patents (1976-2016). Predict the reactants needed to synthesize the given product. (1) Given the product [CH2:21]([OH:22])[CH2:20][CH2:19][CH2:18][CH2:17][CH2:16][CH2:15][CH2:14][CH2:13][CH2:12][CH2:11][CH2:10][CH2:9][CH2:8][CH2:7][OH:23], predict the reactants needed to synthesize it. The reactants are: [H-].[Al+3].[Li+].[H-].[H-].[H-].[C:7]1(=[O:23])[O:22][CH2:21][CH2:20][CH2:19][CH2:18][CH2:17][CH2:16][CH2:15][CH2:14][CH2:13][CH2:12][CH2:11][CH2:10][CH2:9][CH2:8]1.C(C(C(C([O-])=O)O)O)([O-])=O.[Na+].[K+]. (2) Given the product [CH:1]12[CH2:7][CH:4]([CH:5]=[CH:6]1)[CH2:3][CH:2]2[NH:8][C:9](=[S:10])[NH:11][N:12]=[CH:19][C:16]1[CH:17]=[CH:18][N:13]=[CH:14][CH:15]=1, predict the reactants needed to synthesize it. The reactants are: [CH:1]12[CH2:7][CH:4]([CH:5]=[CH:6]1)[CH2:3][CH:2]2[NH:8][C:9]([NH:11][NH2:12])=[S:10].[N:13]1[CH:18]=[CH:17][C:16]([CH:19]=O)=[CH:15][CH:14]=1. (3) Given the product [CH3:20][N:19]1[C:6]2[C:7](=[CH:2][CH:3]=[N:4][CH:5]=2)[C:8]2[CH:17]=[CH:16][C:11]([C:12]([OH:14])=[O:13])=[CH:10][C:9]=2[C:18]1=[O:21], predict the reactants needed to synthesize it. The reactants are: F[C:2]1[CH:3]=[N:4][CH:5]=[CH:6][C:7]=1[C:8]1[CH:17]=[CH:16][C:11]([C:12]([O:14]C)=[O:13])=[CH:10][C:9]=1[C:18](=[O:21])[NH:19][CH3:20].C([O-])([O-])=O.[Cs+].[Cs+]. (4) Given the product [F:52][C:53]1[CH:54]=[C:55]([C:62]2[CH:63]=[CH:64][CH:65]=[CH:66][CH:67]=2)[CH:56]=[CH:57][C:27]=1[C:25]([NH:24][C:4]1[CH:5]=[CH:6][C:7]([O:8][C:9]2[CH:14]=[CH:13][N:12]=[C:11]3[CH:15]=[C:16]([C:18]4[N:19]([CH3:23])[CH:20]=[CH:21][N:22]=4)[S:17][C:10]=23)=[C:2]([F:1])[CH:3]=1)=[O:26], predict the reactants needed to synthesize it. The reactants are: [F:1][C:2]1[CH:3]=[C:4]([NH:24][C:25]([C:27]2SC(C3C=CC=CC=3)=CN=2)=[O:26])[CH:5]=[CH:6][C:7]=1[O:8][C:9]1[CH:14]=[CH:13][N:12]=[C:11]2[CH:15]=[C:16]([C:18]3[N:19]([CH3:23])[CH:20]=[CH:21][N:22]=3)[S:17][C:10]=12.C1(C2SC(C(Cl)=O)=NC=2)C=CC=CC=1.[F:52][C:53]1[CH:54]=[C:55]([C:62]2[CH:67]=[CH:66][CH:65]=[CH:64][CH:63]=2)[CH:56]=[CH:57]C=1C(Cl)=O. (5) Given the product [ClH:30].[NH:8]1[CH2:12][CH2:11][CH2:10][C@@H:9]1[CH2:13][O:14][C:15]1[CH:20]=[CH:19][C:18]([O:21][C:22]2[CH:27]=[CH:26][C:25]([C:28]#[N:29])=[CH:24][CH:23]=2)=[CH:17][CH:16]=1, predict the reactants needed to synthesize it. The reactants are: C(OC([N:8]1[CH2:12][CH2:11][CH2:10][CH:9]1[CH2:13][O:14][C:15]1[CH:20]=[CH:19][C:18]([O:21][C:22]2[CH:27]=[CH:26][C:25]([C:28]#[N:29])=[CH:24][CH:23]=2)=[CH:17][CH:16]=1)=O)(C)(C)C.[ClH:30].